Predict the reactants needed to synthesize the given product. From a dataset of Full USPTO retrosynthesis dataset with 1.9M reactions from patents (1976-2016). (1) Given the product [Cl:23][C:18]1[CH:17]=[CH:16][C:15]([C:6]2[CH:7]=[N:8][C:3]([C:2]([F:13])([F:12])[F:1])=[CH:4][CH:5]=2)=[N:20][C:19]=1[CH:21]=[O:22], predict the reactants needed to synthesize it. The reactants are: [F:1][C:2]([F:13])([F:12])[C:3]1[N:8]=[CH:7][C:6](B(O)O)=[CH:5][CH:4]=1.Br[C:15]1[N:20]=[C:19]([CH:21]=[O:22])[C:18]([Cl:23])=[CH:17][CH:16]=1.C([O-])([O-])=O.[Na+].[Na+].COCCOC. (2) Given the product [C:1]([O:28][CH2:27][CH2:26][S:25][CH2:24][C:21]1[CH:22]=[CH:23][C:18]([C:15]2[CH:16]=[CH:17][C:12]([CH2:11][S:10][CH2:9][CH2:8][O:7][C:3](=[O:29])[C:2]([CH3:4])=[CH2:1])=[CH:13][CH:14]=2)=[CH:19][CH:20]=1)(=[O:5])[C:2]([CH3:4])=[CH2:3], predict the reactants needed to synthesize it. The reactants are: [C:1](Cl)(=[O:5])[C:2]([CH3:4])=[CH2:3].[OH:7][CH2:8][CH2:9][S:10][CH2:11][C:12]1[CH:17]=[CH:16][C:15]([C:18]2[CH:23]=[CH:22][C:21]([CH2:24][S:25][CH2:26][CH2:27][OH:28])=[CH:20][CH:19]=2)=[CH:14][CH:13]=1.[OH-:29].[K+]. (3) Given the product [C:10]([C:6]1[CH:5]=[C:4]2[C:9](=[CH:8][CH:7]=1)[N:1]([CH2:19][CH2:20][C:21]([O:23][CH2:24][CH3:25])=[O:22])[N:2]=[CH:3]2)#[N:11], predict the reactants needed to synthesize it. The reactants are: [NH:1]1[C:9]2[C:4](=[CH:5][C:6]([C:10]#[N:11])=[CH:7][CH:8]=2)[CH:3]=[N:2]1.C([O-])([O-])=O.[Cs+].[Cs+].Br[CH2:19][CH2:20][C:21]([O:23][CH2:24][CH3:25])=[O:22].ClCCC(OCC)=O. (4) Given the product [F:19][C:18]([F:21])([F:20])[C:14]([OH:36])=[O:54].[Cl:26][C:23]1[CH:24]=[CH:25][C:2]([NH:1][C:40](=[O:41])[C:39]2[CH:43]=[CH:44][CH:45]=[C:37]([C:35]([N:34]([CH3:33])[CH2:46][CH2:47][N:48]3[CH2:49][CH2:50][O:51][CH2:52][CH2:53]3)=[O:36])[CH:38]=2)=[C:3]([C:4](=[O:5])[NH:6][C:7]2[CH:11]=[CH:10][N:9]([C:12]3[CH:17]=[CH:16][CH:15]=[C:14]([C:18]([F:20])([F:21])[F:19])[CH:13]=3)[N:8]=2)[CH:22]=1, predict the reactants needed to synthesize it. The reactants are: [NH2:1][C:2]1[CH:25]=[CH:24][C:23]([Cl:26])=[CH:22][C:3]=1[C:4]([NH:6][C:7]1[CH:11]=[CH:10][N:9]([C:12]2[CH:17]=[CH:16][CH:15]=[C:14]([C:18]([F:21])([F:20])[F:19])[CH:13]=2)[N:8]=1)=[O:5].N1C=CC=CC=1.[CH3:33][N:34]([CH2:46][CH2:47][N:48]1[CH2:53][CH2:52][O:51][CH2:50][CH2:49]1)[C:35]([C:37]1[CH:38]=[C:39]([CH:43]=[CH:44][CH:45]=1)[C:40](Cl)=[O:41])=[O:36].[OH2:54]. (5) Given the product [Cl:1][C:2]1[CH:7]=[CH:6][N:5]2[N:8]=[CH:9][C:10]([C:11]([NH:27][CH2:26][CH2:25][Cl:24])=[O:12])=[C:4]2[N:3]=1, predict the reactants needed to synthesize it. The reactants are: [Cl:1][C:2]1[CH:7]=[CH:6][N:5]2[N:8]=[CH:9][C:10]([C:11](Cl)=[O:12])=[C:4]2[N:3]=1.CCN(C(C)C)C(C)C.Cl.[Cl:24][CH2:25][CH2:26][NH2:27]. (6) Given the product [Br:1][C:2]1[CH:11]=[C:10]2[C:5]([C:6]([NH:16][CH2:17][CH2:18][CH2:19][CH2:20][OH:21])=[C:7]([N+:12]([O-:14])=[O:13])[CH:8]=[N:9]2)=[CH:4][CH:3]=1, predict the reactants needed to synthesize it. The reactants are: [Br:1][C:2]1[CH:11]=[C:10]2[C:5]([C:6](Cl)=[C:7]([N+:12]([O-:14])=[O:13])[CH:8]=[N:9]2)=[CH:4][CH:3]=1.[NH2:16][CH2:17][CH2:18][CH2:19][CH2:20][OH:21]. (7) Given the product [C:1]([O:5][C:6]([N:8]1[CH2:14][CH2:13][C:12]2[CH:15]=[C:16]([I:20])[C:17]([NH2:19])=[CH:18][C:11]=2[CH2:10][CH2:9]1)=[O:7])([CH3:4])([CH3:2])[CH3:3], predict the reactants needed to synthesize it. The reactants are: [C:1]([O:5][C:6]([N:8]1[CH2:14][CH2:13][C:12]2[CH:15]=[CH:16][C:17]([NH2:19])=[CH:18][C:11]=2[CH2:10][CH2:9]1)=[O:7])([CH3:4])([CH3:3])[CH3:2].[I+:20](Cl)Cl.C([N+](C)(C)C)C1C=CC=CC=1.C(=O)([O-])[O-].[Ca+2].